Dataset: Catalyst prediction with 721,799 reactions and 888 catalyst types from USPTO. Task: Predict which catalyst facilitates the given reaction. (1) Reactant: Cl[C:2]1[C:6]([C:7]([N:9]([O:11][CH3:12])[CH3:10])=[O:8])=[CH:5][N:4]([CH2:13][C:14]2[CH:19]=[CH:18][C:17]([O:20][CH3:21])=[CH:16][CH:15]=2)[N:3]=1.O.[CH3:23][NH2:24]. Product: [CH3:12][O:11][N:9]([CH3:10])[C:7]([C:6]1[C:2]([NH:24][CH3:23])=[N:3][N:4]([CH2:13][C:14]2[CH:19]=[CH:18][C:17]([O:20][CH3:21])=[CH:16][CH:15]=2)[CH:5]=1)=[O:8]. The catalyst class is: 296. (2) The catalyst class is: 322. Product: [CH3:12][O:11][C:8]1[CH:9]=[CH:10][C:2]([NH:1][CH2:17][CH2:16][CH2:15][C:14]([F:20])([F:19])[F:13])=[C:3]([CH:7]=1)[C:4]([OH:6])=[O:5]. Reactant: [NH2:1][C:2]1[CH:10]=[CH:9][C:8]([O:11][CH3:12])=[CH:7][C:3]=1[C:4]([OH:6])=[O:5].[F:13][C:14]([F:20])([F:19])[CH2:15][CH2:16][CH:17]=O.C(O[BH-](OC(=O)C)OC(=O)C)(=O)C.[Na+]. (3) Reactant: [C:1]1([CH:7]([C:47]2[CH:52]=[CH:51][CH:50]=[CH:49][CH:48]=2)[O:8][C:9]2[CH:42]=[CH:41][C:12]([CH2:13][N:14](S(C3C=CC=CC=3[N+]([O-])=O)(=O)=O)[C:15]3[CH:20]=[CH:19][C:18]([CH2:21][CH2:22][C:23]([O:25][CH2:26][CH3:27])=[O:24])=[C:17]([F:28])[CH:16]=3)=[CH:11][C:10]=2[CH2:43][CH:44]([CH3:46])[CH3:45])[CH:6]=[CH:5][CH:4]=[CH:3][CH:2]=1.SCC(O)=O.O.[OH-].[Li+].C(=O)([O-])O.[Na+]. The catalyst class is: 9. Product: [C:1]1([CH:7]([C:47]2[CH:48]=[CH:49][CH:50]=[CH:51][CH:52]=2)[O:8][C:9]2[CH:42]=[CH:41][C:12]([CH2:13][NH:14][C:15]3[CH:20]=[CH:19][C:18]([CH2:21][CH2:22][C:23]([O:25][CH2:26][CH3:27])=[O:24])=[C:17]([F:28])[CH:16]=3)=[CH:11][C:10]=2[CH2:43][CH:44]([CH3:46])[CH3:45])[CH:2]=[CH:3][CH:4]=[CH:5][CH:6]=1. (4) Reactant: [C:1]1([CH:8]=[CH:7][CH:6]=[C:4]([OH:5])[CH:3]=1)O.[C:9]([O-:12])([O-])=O.[K+].[K+].Br[CH2:16][CH2:17][CH:18]([CH3:20])C. Product: [CH2:4]([O:5][C:4]1[CH:6]=[CH:7][CH:8]=[C:1]([O:12][CH2:9][CH2:16][CH2:17][CH2:18][CH3:20])[CH:3]=1)[CH2:3][CH2:1][CH2:8][CH3:7]. The catalyst class is: 21. (5) Reactant: [CH3:1][C:2]1([CH3:21])[C:6]([CH3:8])([CH3:7])[O:5][B:4]([C:9]2[CH:14]=[CH:13][C:12]([N:15]3[CH2:19][CH2:18][NH:17][C:16]3=[O:20])=[CH:11][CH:10]=2)[O:3]1.CN(C1C=CC=CN=1)C.[C:31](O[C:31]([O:33][C:34]([CH3:37])([CH3:36])[CH3:35])=[O:32])([O:33][C:34]([CH3:37])([CH3:36])[CH3:35])=[O:32]. Product: [O:20]=[C:16]1[N:15]([C:12]2[CH:11]=[CH:10][C:9]([B:4]3[O:3][C:2]([CH3:21])([CH3:1])[C:6]([CH3:7])([CH3:8])[O:5]3)=[CH:14][CH:13]=2)[CH2:19][CH2:18][N:17]1[C:31]([O:33][C:34]([CH3:37])([CH3:36])[CH3:35])=[O:32]. The catalyst class is: 10. (6) Reactant: [CH2:1]([N:8]1[CH2:14][CH2:13][CH2:12][NH:11][CH2:10][CH2:9]1)[C:2]1[CH:7]=[CH:6][CH:5]=[CH:4][CH:3]=1.[C:15]([O:19][C:20]([N:22]1[CH2:27][CH2:26][CH:25]([C:28](O)=[O:29])[CH2:24][CH2:23]1)=[O:21])([CH3:18])([CH3:17])[CH3:16].C1C=CC2N(O)N=NC=2C=1.C(Cl)CCl. Product: [CH2:1]([N:8]1[CH2:14][CH2:13][CH2:12][N:11]([C:28]([CH:25]2[CH2:26][CH2:27][N:22]([C:20]([O:19][C:15]([CH3:18])([CH3:17])[CH3:16])=[O:21])[CH2:23][CH2:24]2)=[O:29])[CH2:10][CH2:9]1)[C:2]1[CH:3]=[CH:4][CH:5]=[CH:6][CH:7]=1. The catalyst class is: 2.